Dataset: Reaction yield outcomes from USPTO patents with 853,638 reactions. Task: Predict the reaction yield, written as a fraction of the theoretical maximum amount of product (1.0 means a 100% yield; for example, 0.34 means a 34% yield). (1) The reactants are Cl[C:2]1[N:7]=[N:6][C:5]([N:8]2[C:12]([C:13]3[CH:18]=[CH:17][C:16]([CH3:19])=[CH:15][N:14]=3)=[CH:11][C:10]([C:20]([O:22]C)=[O:21])=[N:9]2)=[CH:4][CH:3]=1.C[O-].[Na+].[CH2:27]([O:29]CC)C.O. The catalyst is CO. The product is [CH3:27][O:29][C:2]1[N:7]=[N:6][C:5]([N:8]2[C:12]([C:13]3[CH:18]=[CH:17][C:16]([CH3:19])=[CH:15][N:14]=3)=[CH:11][C:10]([C:20]([OH:22])=[O:21])=[N:9]2)=[CH:4][CH:3]=1. The yield is 0.780. (2) The reactants are [NH2:1][C:2]1[CH:10]=[CH:9][C:5]([C:6]([OH:8])=[O:7])=[CH:4][N:3]=1.Cl.[CH3:12]O. No catalyst specified. The product is [CH3:12][O:7][C:6](=[O:8])[C:5]1[CH:9]=[CH:10][C:2]([NH2:1])=[N:3][CH:4]=1. The yield is 0.710. (3) The reactants are [C:1]1([C:7]2[CH:12]=[CH:11][CH:10]=[CH:9][C:8]=2[OH:13])[CH:6]=[CH:5][CH:4]=[CH:3][CH:2]=1.C[Mg]Br.[CH2:17]=[O:18].Cl. The catalyst is O1CCCC1.C(OCC)C.C(N(CC)CC)C.C1(C)C=CC=CC=1. The product is [C:1]1([C:7]2[CH:12]=[CH:11][CH:10]=[C:9]([CH:17]=[O:18])[C:8]=2[OH:13])[CH:2]=[CH:3][CH:4]=[CH:5][CH:6]=1. The yield is 0.710. (4) The reactants are [OH:1][C@@H:2]1[CH2:6][CH2:5][N:4]([C:7]2[CH:12]=[CH:11][C:10]([S:13]([NH:16][C:17]3[S:18][CH:19]=[CH:20][N:21]=3)(=[O:15])=[O:14])=[CH:9][CH:8]=2)[C:3]1=[O:22].[CH:23](N(CC)C(C)C)([CH3:25])[CH3:24].C(Br)C=C. The catalyst is C(Cl)Cl. The product is [CH2:25]([N:16]([C:17]1[S:18][CH:19]=[CH:20][N:21]=1)[S:13]([C:10]1[CH:11]=[CH:12][C:7]([N:4]2[CH2:5][CH2:6][C@@H:2]([OH:1])[C:3]2=[O:22])=[CH:8][CH:9]=1)(=[O:14])=[O:15])[CH:23]=[CH2:24]. The yield is 0.960. (5) The reactants are C([O:3][C:4]([C:6]1[CH:13]=[C:9]2[O:10][CH2:11][CH2:12][N:8]2[N:7]=1)=O)C.[BH4-].[Li+].CO. The catalyst is C1COCC1. The product is [O:10]1[CH2:11][CH2:12][N:8]2[N:7]=[C:6]([CH2:4][OH:3])[CH:13]=[C:9]12. The yield is 0.650. (6) The reactants are [CH3:1][O:2][C:3]1[CH:4]=[C:5]([CH:8]=[C:9]([O:17][CH3:18])[C:10]=1[O:11][CH2:12][C:13]([F:16])([F:15])[F:14])[CH:6]=O.[ClH:19].CO.C(O[CH:25](OCC)[CH2:26][NH:27][CH2:28][C:29]1[CH:34]=[CH:33][CH:32]=[C:31]([O:35][CH2:36][CH3:37])[C:30]=1[OH:38])C. The catalyst is CCO. The product is [ClH:19].[CH3:1][O:2][C:3]1[CH:4]=[C:5]([CH:8]=[C:9]([O:17][CH3:18])[C:10]=1[O:11][CH2:12][C:13]([F:16])([F:15])[F:14])[CH2:6][C:25]1[C:34]2[C:29](=[C:30]([OH:38])[C:31]([O:35][CH2:36][CH3:37])=[CH:32][CH:33]=2)[CH:28]=[N:27][CH:26]=1. The yield is 0.0700. (7) The reactants are [F:1][C:2]1[CH:7]=[CH:6][CH:5]=[C:4]([F:8])[C:3]=1[N:9]1[C:14]2[N:15]=[C:16]([NH:30][CH2:31][CH2:32][N:33]([CH3:35])[CH3:34])[N:17]=[C:18]([C:19]3[CH:20]=[C:21]([CH:25]=[C:26]([F:29])[C:27]=3[CH3:28])[C:22]([OH:24])=O)[C:13]=2[CH2:12][NH:11][C:10]1=[O:36].[NH2:37][C:38]1[CH:43]=[CH:42][CH:41]=[CH:40][CH:39]=1.CN(C(ON1N=NC2C=CC=CC1=2)=[N+](C)C)C.F[P-](F)(F)(F)(F)F. The catalyst is C(Cl)Cl. The product is [F:8][C:4]1[CH:5]=[CH:6][CH:7]=[C:2]([F:1])[C:3]=1[N:9]1[C:14]2[N:15]=[C:16]([NH:30][CH2:31][CH2:32][N:33]([CH3:35])[CH3:34])[N:17]=[C:18]([C:19]3[CH:20]=[C:21]([CH:25]=[C:26]([F:29])[C:27]=3[CH3:28])[C:22]([NH:37][C:38]3[CH:43]=[CH:42][CH:41]=[CH:40][CH:39]=3)=[O:24])[C:13]=2[CH2:12][NH:11][C:10]1=[O:36]. The yield is 0.350. (8) The reactants are C(N(C(C)C)CC)(C)C.[C:10]([O:14][C:15]([N:17]1[CH2:22][CH2:21][NH:20][CH2:19][CH2:18]1)=[O:16])([CH3:13])([CH3:12])[CH3:11].[N+:23]([C:26]1[CH:31]=[CH:30][C:29]([S:32](Cl)(=[O:34])=[O:33])=[CH:28][CH:27]=1)([O-:25])=[O:24]. The catalyst is C(Cl)Cl. The product is [C:10]([O:14][C:15]([N:17]1[CH2:22][CH2:21][N:20]([S:32]([C:29]2[CH:28]=[CH:27][C:26]([N+:23]([O-:25])=[O:24])=[CH:31][CH:30]=2)(=[O:33])=[O:34])[CH2:19][CH2:18]1)=[O:16])([CH3:13])([CH3:11])[CH3:12]. The yield is 0.890.